This data is from CYP3A4 inhibition data for predicting drug metabolism from PubChem BioAssay. The task is: Regression/Classification. Given a drug SMILES string, predict its absorption, distribution, metabolism, or excretion properties. Task type varies by dataset: regression for continuous measurements (e.g., permeability, clearance, half-life) or binary classification for categorical outcomes (e.g., BBB penetration, CYP inhibition). Dataset: cyp3a4_veith. (1) The result is 0 (non-inhibitor). The drug is O=c1c[n+](CC[n+]2cc(=O)o[nH]2)[nH]o1. (2) The compound is CCOC(=O)Cn1c(C(F)(F)F)nc2nc(Cl)c(Cl)nc21. The result is 0 (non-inhibitor).